From a dataset of Catalyst prediction with 721,799 reactions and 888 catalyst types from USPTO. Predict which catalyst facilitates the given reaction. Reactant: [C:1]([O:5][C:6]([NH:8][CH2:9][C:10]([OH:12])=[O:11])=[O:7])([CH3:4])([CH3:3])[CH3:2].[N+:13]([C:16]1[CH:23]=[CH:22][C:19]([CH2:20]O)=[CH:18][CH:17]=1)([O-:15])=[O:14].Cl.C(N=C=NCCCN(C)C)C.CCN=C=NCCCN(C)C. Product: [N+:13]([C:16]1[CH:23]=[CH:22][C:19]([CH2:20][O:11][C:10](=[O:12])[CH2:9][NH:8][C:6]([O:5][C:1]([CH3:4])([CH3:2])[CH3:3])=[O:7])=[CH:18][CH:17]=1)([O-:15])=[O:14]. The catalyst class is: 172.